Dataset: Full USPTO retrosynthesis dataset with 1.9M reactions from patents (1976-2016). Task: Predict the reactants needed to synthesize the given product. (1) Given the product [CH3:1][C:2]1[CH:10]=[C:9]([CH3:11])[C:8]([C:12]2[NH:16][C:15]([C:17]3([CH3:21])[CH2:20][O:19][CH2:18]3)=[N:14][C:13]=2[CH3:22])=[CH:7][C:3]=1[C:4]([N:44]1[CH2:43][C:42]([C:46]2[CH:47]=[CH:48][C:49]([C:50]#[N:51])=[CH:52][CH:53]=2)([F:41])[CH2:45]1)=[O:5], predict the reactants needed to synthesize it. The reactants are: [CH3:1][C:2]1[CH:10]=[C:9]([CH3:11])[C:8]([C:12]2[NH:16][C:15]([C:17]3([CH3:21])[CH2:20][O:19][CH2:18]3)=[N:14][C:13]=2[CH3:22])=[CH:7][C:3]=1[C:4](O)=[O:5].CC1NC(C2C=C(C=CC=2C)C(O)=O)=C(C)N=1.Cl.[F:41][C:42]1([C:46]2[CH:53]=[CH:52][C:49]([C:50]#[N:51])=[CH:48][CH:47]=2)[CH2:45][NH:44][CH2:43]1.Cl.N1CC(C2C=CC(C#N)=CC=2)C1. (2) Given the product [C:18]([N:22]1[C:26]([NH:27][C:2]2[C:11]3[C:6](=[CH:7][CH:8]=[CH:9][CH:10]=3)[C:5](=[O:12])[N:4]([CH2:13][CH2:14][O:15][CH3:16])[N:3]=2)=[CH:25][C:24]([CH3:28])=[N:23]1)([CH3:21])([CH3:20])[CH3:19], predict the reactants needed to synthesize it. The reactants are: Br[C:2]1(Br)[C:11]2[C:6](=[CH:7][CH:8]=[CH:9][CH:10]=2)[C:5](=[O:12])[N:4]([CH2:13][CH2:14][O:15][CH3:16])[NH:3]1.[C:18]([N:22]1[C:26]([NH2:27])=[CH:25][C:24]([CH3:28])=[N:23]1)([CH3:21])([CH3:20])[CH3:19].C([O-])([O-])=O.[Cs+].[Cs+].C1(P(C2C=CC=CC=2)C2C3OC4C(=CC=CC=4P(C4C=CC=CC=4)C4C=CC=CC=4)C(C)(C)C=3C=CC=2)C=CC=CC=1. (3) Given the product [Br-:10].[CH3:1][N+:2]([CH3:3])([CH2:4][CH2:5][C:6]([CH3:9])([CH3:8])[CH3:7])[CH2:11][CH2:12][C:13]([CH3:16])([CH3:15])[CH3:14], predict the reactants needed to synthesize it. The reactants are: [CH3:1][N:2]([CH2:4][CH2:5][C:6]([CH3:9])([CH3:8])[CH3:7])[CH3:3].[Br:10][CH2:11][CH2:12][C:13]([CH3:16])([CH3:15])[CH3:14].C(O)(C)C.C(=O)([O-])[O-].[Na+].[Na+].